Dataset: Catalyst prediction with 721,799 reactions and 888 catalyst types from USPTO. Task: Predict which catalyst facilitates the given reaction. (1) Reactant: [OH:1]C(CCCC[C@H]1[C@@H]2[C@@H](NC(N2)=O)CS1)=O.OO.[OH:19][C:20]([CH2:22][CH2:23][CH2:24][CH2:25][C@H:26]1[C@@H:35]2[C@@H:30]([NH:31][C:32]([NH:34]2)=[O:33])[CH2:29][S:27]1=[O:28])=[O:21]. Product: [O:33]=[C:32]1[NH:34][C@H:35]2[C@H:30]([CH2:29][S:27](=[O:1])(=[O:28])[C@H:26]2[CH2:25][CH2:24][CH2:23][CH2:22][C:20]([OH:19])=[O:21])[NH:31]1. The catalyst class is: 52. (2) Reactant: [OH:1][C:2](C(F)(F)F)([CH2:5][C:6]([CH3:14])([C:8]1[CH:13]=[CH:12][CH:11]=[CH:10][CH:9]=1)[CH3:7])[CH:3]=[O:4].CC(C1C=CC=CC=1)(C)CC(=O)[C:23](O)=[O:24].S(Cl)(Cl)=O.CO. Product: [CH3:23][O:24][C:3](=[O:4])[C:2](=[O:1])[CH2:5][C:6]([CH3:14])([C:8]1[CH:13]=[CH:12][CH:11]=[CH:10][CH:9]=1)[CH3:7]. The catalyst class is: 35. (3) Reactant: [C:1]([O:5][C:6]([N:8]1[C:16]2[C:11](=[CH:12][C:13]([C:17](O)=[O:18])=[CH:14][CH:15]=2)[CH:10]=[C:9]1[C:20]1[CH:21]=[CH:22][C:23]([Cl:30])=[C:24]2[C:28]=1[C:27](=[O:29])[NH:26][CH2:25]2)=[O:7])([CH3:4])([CH3:3])[CH3:2].CCN=C=NCCCN(C)C.C1C=C2N=NN(O)C2=CC=1.O.[C:53]([O:57][C:58]([N:60]1[CH2:65][CH2:64][NH:63][CH2:62][CH2:61]1)=[O:59])([CH3:56])([CH3:55])[CH3:54]. Product: [Cl:30][C:23]1[CH:22]=[CH:21][C:20]([C:9]2[N:8]([C:6]([O:5][C:1]([CH3:4])([CH3:2])[CH3:3])=[O:7])[C:16]3[C:11]([CH:10]=2)=[CH:12][C:13]([C:17]([N:63]2[CH2:62][CH2:61][N:60]([C:58]([O:57][C:53]([CH3:56])([CH3:55])[CH3:54])=[O:59])[CH2:65][CH2:64]2)=[O:18])=[CH:14][CH:15]=3)=[C:28]2[C:24]=1[CH2:25][NH:26][C:27]2=[O:29]. The catalyst class is: 18.